Dataset: Forward reaction prediction with 1.9M reactions from USPTO patents (1976-2016). Task: Predict the product of the given reaction. (1) Given the reactants C(=O)([O-])[O-].[K+].[K+].Cl[CH2:8][CH2:9][CH2:10][C:11]1[CH:12]=[C:13]2[C:18](=[CH:19][CH:20]=1)[N:17]([C:21](=[O:23])[CH3:22])[CH2:16][C:15]([CH3:25])([CH3:24])[CH2:14]2.Cl.[N:27]1([C:33]2[C:37]3[CH:38]=[CH:39][CH:40]=[CH:41][C:36]=3[S:35][N:34]=2)[CH2:32][CH2:31][NH:30][CH2:29][CH2:28]1, predict the reaction product. The product is: [S:35]1[C:36]2[CH:41]=[CH:40][CH:39]=[CH:38][C:37]=2[C:33]([N:27]2[CH2:28][CH2:29][N:30]([CH2:8][CH2:9][CH2:10][C:11]3[CH:12]=[C:13]4[C:18](=[CH:19][CH:20]=3)[N:17]([C:21](=[O:23])[CH3:22])[CH2:16][C:15]([CH3:25])([CH3:24])[CH2:14]4)[CH2:31][CH2:32]2)=[N:34]1. (2) Given the reactants [N+:1]([C:4]1[CH:5]=[C:6]([S:10]([N:13]2[C:19]3[CH:20]=[CH:21][CH:22]=[CH:23][C:18]=3[O:17][CH2:16][CH:15](O)[CH2:14]2)(=[O:12])=[O:11])[CH:7]=[CH:8][CH:9]=1)([O-:3])=[O:2].N1C=CC=CC=1.C(=O)([O-])O.[Na+].C(N(S(F)(F)[F:42])CC)C, predict the reaction product. The product is: [F:42][CH:15]1[CH2:14][N:13]([S:10]([C:6]2[CH:7]=[CH:8][CH:9]=[C:4]([N+:1]([O-:3])=[O:2])[CH:5]=2)(=[O:12])=[O:11])[C:19]2[CH:20]=[CH:21][CH:22]=[CH:23][C:18]=2[O:17][CH2:16]1. (3) Given the reactants [C:1]1([C@@H:13]2[CH2:18][CH2:17][CH2:16][N:15](C(OC(C)(C)C)=O)[CH2:14]2)[N:5]2[C:6]3[CH:12]=[CH:11][NH:10][C:7]=3[N:8]=[CH:9][C:4]2=[CH:3][N:2]=1.O1CCOCC1.[ClH:32], predict the reaction product. The product is: [ClH:32].[NH:15]1[CH2:16][CH2:17][CH2:18][C@@H:13]([C:1]2[N:5]3[C:6]4[CH:12]=[CH:11][NH:10][C:7]=4[N:8]=[CH:9][C:4]3=[CH:3][N:2]=2)[CH2:14]1. (4) The product is: [Cl:1][C:2]1[CH:3]=[CH:4][C:5]([C:8]2([C:12]([N:14]3[CH2:19][CH2:18][CH2:17][CH:16]([CH2:20][O:21][S:30]([CH3:29])(=[O:32])=[O:31])[CH2:15]3)=[O:13])[CH2:11][CH2:10][CH2:9]2)=[CH:6][CH:7]=1. Given the reactants [Cl:1][C:2]1[CH:7]=[CH:6][C:5]([C:8]2([C:12]([N:14]3[CH2:19][CH2:18][CH2:17][CH:16]([CH2:20][OH:21])[CH2:15]3)=[O:13])[CH2:11][CH2:10][CH2:9]2)=[CH:4][CH:3]=1.C(N(CC)CC)C.[CH3:29][S:30](Cl)(=[O:32])=[O:31], predict the reaction product.